This data is from Reaction yield outcomes from USPTO patents with 853,638 reactions. The task is: Predict the reaction yield, written as a fraction of the theoretical maximum amount of product (1.0 means a 100% yield; for example, 0.34 means a 34% yield). (1) No catalyst specified. The product is [C:28]([N:19]1[CH2:20][CH2:21][C:22]2[C:14]([C:12]([N:11]([CH2:10][CH2:9][O:8][C:7]3[CH:24]=[CH:25][CH:26]=[CH:27][C:6]=3[C:2]([CH3:5])([CH3:3])[CH3:4])[CH3:23])=[O:13])=[N:15][NH:16][C:17]=2[CH2:18]1)(=[O:30])[CH3:29]. The yield is 0.550. The reactants are Cl.[C:2]([C:6]1[CH:27]=[CH:26][CH:25]=[CH:24][C:7]=1[O:8][CH2:9][CH2:10][N:11]([CH3:23])[C:12]([C:14]1[C:22]2[CH2:21][CH2:20][NH:19][CH2:18][C:17]=2[NH:16][N:15]=1)=[O:13])([CH3:5])([CH3:4])[CH3:3].[C:28](Cl)(=[O:30])[CH3:29]. (2) The reactants are Cl[Sn]Cl.Cl.[N+:5]([C:8]1[CH:16]=[CH:15][C:11]2[N:12]=[CH:13][S:14][C:10]=2[CH:9]=1)([O-])=O.[OH-].[Na+]. No catalyst specified. The product is [NH2:5][C:8]1[CH:16]=[CH:15][C:11]2[N:12]=[CH:13][S:14][C:10]=2[CH:9]=1. The yield is 0.960. (3) The reactants are [Br:1][C:2]1[NH:6][C:5]([C@@H:7]2[CH2:11][C@H:10]([CH3:12])[CH2:9][N:8]2[C:13]([O:15]C(C)(C)C)=O)=[N:4][CH:3]=1.[CH3:20][O:21][C:22]([NH:24][C@@H:25]([C@@H:29]([CH3:32])[CH2:30][CH3:31])C(O)=O)=[O:23].CN(C(ON1N=NC2C=CC=NC1=2)=[N+](C)C)C.F[P-](F)(F)(F)(F)F.CCN(C(C)C)C(C)C.C([O-])(O)=O.[Na+]. The catalyst is Cl.CCO.CN(C=O)C. The product is [Br:1][C:2]1[NH:6][C:5]([C@@H:7]2[CH2:11][C@H:10]([CH3:12])[CH2:9][N:8]2[C:13](=[O:15])[C@@H:25]([NH:24][C:22](=[O:23])[O:21][CH3:20])[C@@H:29]([CH3:32])[CH2:30][CH3:31])=[N:4][CH:3]=1. The yield is 0.810. (4) The reactants are [CH2:1]([O:8][NH:9][C:10]([CH:12]([CH2:18][CH2:19][CH2:20][CH2:21][CH3:22])[C:13](OCC)=[O:14])=[O:11])[C:2]1[CH:7]=[CH:6][CH:5]=[CH:4][CH:3]=1.[Li+].[BH4-]. The catalyst is C1COCC1. The product is [CH2:1]([O:8][NH:9][C:10](=[O:11])[CH:12]([CH2:13][OH:14])[CH2:18][CH2:19][CH2:20][CH2:21][CH3:22])[C:2]1[CH:7]=[CH:6][CH:5]=[CH:4][CH:3]=1. The yield is 0.510.